This data is from Full USPTO retrosynthesis dataset with 1.9M reactions from patents (1976-2016). The task is: Predict the reactants needed to synthesize the given product. (1) Given the product [Cl:24][C:16]1[CH:15]=[C:14]([S:6][CH:1]2[CH2:5][CH2:4][CH2:3][CH2:2]2)[N+:19]([O-:20])=[C:18]2[CH2:21][CH2:22][CH2:23][C:17]=12, predict the reactants needed to synthesize it. The reactants are: [CH:1]1([SH:6])[CH2:5][CH2:4][CH2:3][CH2:2]1.CC(C)([O-])C.[K+].Cl[C:14]1[N+:19]([O-:20])=[C:18]2[CH2:21][CH2:22][CH2:23][C:17]2=[C:16]([Cl:24])[CH:15]=1. (2) The reactants are: [CH:1]1([CH2:4][N:5]([CH2:15][CH:16]2[CH2:18][CH2:17]2)[C:6]2[C:11]([CH:12]=O)=[CH:10][CH:9]=[C:8]([F:14])[N:7]=2)[CH2:3][CH2:2]1.[F:19][C:20]([F:34])([F:33])[C:21]1[CH:22]=[C:23]([CH:26]=[C:27]([C:29]([F:32])([F:31])[F:30])[CH:28]=1)[CH2:24][NH2:25].C(O)(=O)C.C(O[BH-](OC(=O)C)OC(=O)C)(=O)C.[Na+]. Given the product [F:19][C:20]([F:33])([F:34])[C:21]1[CH:22]=[C:23]([CH:26]=[C:27]([C:29]([F:32])([F:30])[F:31])[CH:28]=1)[CH2:24][NH:25][CH2:12][C:11]1[C:6]([N:5]([CH2:15][CH:16]2[CH2:18][CH2:17]2)[CH2:4][CH:1]2[CH2:3][CH2:2]2)=[N:7][C:8]([F:14])=[CH:9][CH:10]=1, predict the reactants needed to synthesize it.